From a dataset of Peptide-MHC class I binding affinity with 185,985 pairs from IEDB/IMGT. Regression. Given a peptide amino acid sequence and an MHC pseudo amino acid sequence, predict their binding affinity value. This is MHC class I binding data. (1) The peptide sequence is SSQGSEYDY. The MHC is HLA-A30:02 with pseudo-sequence HLA-A30:02. The binding affinity (normalized) is 0.609. (2) The peptide sequence is TAPGGGDPEV. The MHC is Mamu-B03 with pseudo-sequence Mamu-B03. The binding affinity (normalized) is 0.